This data is from Reaction yield outcomes from USPTO patents with 853,638 reactions. The task is: Predict the reaction yield, written as a fraction of the theoretical maximum amount of product (1.0 means a 100% yield; for example, 0.34 means a 34% yield). (1) The reactants are FC(F)(F)C(O)=O.[Cl:8][C:9]1[C:10]([Cl:47])=[CH:11][C:12]2[O:17][CH2:16][C:15](=[O:18])[N:14]([CH2:19][C:20]([N:22]([CH3:45])[C@H:23]([C:30]3[CH:35]=[CH:34][C:33]([C:36]4[CH:41]=[CH:40][CH:39]=[C:38]([C:42]([NH2:44])=[O:43])[CH:37]=4)=[CH:32][CH:31]=3)[CH2:24][N:25]3[CH2:29][CH2:28][CH2:27][CH2:26]3)=[O:21])[C:13]=2[CH:46]=1.C(=O)(O)[O-].[Na+].O. The catalyst is C(OCC)(=O)C. The product is [ClH:8].[Cl:8][C:9]1[C:10]([Cl:47])=[CH:11][C:12]2[O:17][CH2:16][C:15](=[O:18])[N:14]([CH2:19][C:20]([N:22]([CH3:45])[C@H:23]([C:30]3[CH:31]=[CH:32][C:33]([C:36]4[CH:41]=[CH:40][CH:39]=[C:38]([C:42]([NH2:44])=[O:43])[CH:37]=4)=[CH:34][CH:35]=3)[CH2:24][N:25]3[CH2:29][CH2:28][CH2:27][CH2:26]3)=[O:21])[C:13]=2[CH:46]=1. The yield is 0.710. (2) The reactants are C(OC([N:8]1[CH2:13][CH2:12][N:11]([C:14]2[C:15]3[C:29]([O:30][CH3:31])=[CH:28][N:27]=[CH:26][C:16]=3[N:17]=[C:18]([C:20]3[CH:25]=[CH:24][N:23]=[CH:22][CH:21]=3)[N:19]=2)[CH2:10][CH:9]1[C:32](=[O:41])[NH:33][CH2:34][C:35]1[CH:40]=[CH:39][CH:38]=[CH:37][CH:36]=1)=O)(C)(C)C.C(OC(N1CCN(C2C3C(OC)=CN=CC=3N=C(C3C=CN=CC=3)N=2)CC1C(O)=O)=O)(C)(C)C.ON1C2C=CC=CC=2N=N1.CN1CCOCC1.C(N)C1C=CC=CC=1.Cl.CN(C)CCCN=C=NCC. The catalyst is CN(C)C=O. The product is [CH2:34]([NH:33][C:32]([CH:9]1[CH2:10][N:11]([C:14]2[C:15]3[C:29]([O:30][CH3:31])=[CH:28][N:27]=[CH:26][C:16]=3[N:17]=[C:18]([C:20]3[CH:25]=[CH:24][N:23]=[CH:22][CH:21]=3)[N:19]=2)[CH2:12][CH2:13][NH:8]1)=[O:41])[C:35]1[CH:40]=[CH:39][CH:38]=[CH:37][CH:36]=1. The yield is 0.520. (3) The reactants are [OH:1][CH2:2][CH2:3][NH:4][C:5]([NH:7][NH:8][C:9](=O)[C:10]1[CH:15]=[CH:14][C:13]([C:16]2[CH:17]=[N:18][N:19]3[CH:24]=[CH:23][C:22]([N:25]4[C@@H:29]([CH:30]([CH3:32])[CH3:31])[CH2:28][O:27][C:26]4=[O:33])=[N:21][C:20]=23)=[CH:12][CH:11]=1)=[O:6].C1C=CC(P(C2C=CC=CC=2)C2C=CC=CC=2)=CC=1.C(N(CC)CC)C.C(Cl)(Cl)(Cl)Cl. The catalyst is ClCCl.CC#N.CCOC(C)=O. The product is [OH:1][CH2:2][CH2:3][NH:4][C:5]1[O:6][C:9]([C:10]2[CH:11]=[CH:12][C:13]([C:16]3[CH:17]=[N:18][N:19]4[CH:24]=[CH:23][C:22]([N:25]5[C@@H:29]([CH:30]([CH3:32])[CH3:31])[CH2:28][O:27][C:26]5=[O:33])=[N:21][C:20]=34)=[CH:14][CH:15]=2)=[N:8][N:7]=1. The yield is 0.350. (4) The reactants are [CH3:1][N:2](C)[CH:3]=O.CNC.Cl[C:10]1[C:38]([CH3:39])=[CH:37][C:13]2[N:14]=[C:15]3[C:20]([N:21]([CH2:22][CH2:23][N:24]4[CH2:29][CH2:28][CH:27]([C:30]([O:32]CC)=[O:31])[CH2:26][CH2:25]4)[C:12]=2[CH:11]=1)=[N:19][C:18](=[O:35])[NH:17][C:16]3=[O:36].[OH-].[Li+]. The catalyst is C(O)(=O)C.C1COCC1. The product is [CH3:1][N:2]([CH3:3])[C:10]1[C:38]([CH3:39])=[CH:37][C:13]2[N:14]=[C:15]3[C:20]([N:21]([CH2:22][CH2:23][N:24]4[CH2:25][CH2:26][CH:27]([C:30]([OH:32])=[O:31])[CH2:28][CH2:29]4)[C:12]=2[CH:11]=1)=[N:19][C:18](=[O:35])[NH:17][C:16]3=[O:36]. The yield is 0.660.